From a dataset of TCR-epitope binding with 47,182 pairs between 192 epitopes and 23,139 TCRs. Binary Classification. Given a T-cell receptor sequence (or CDR3 region) and an epitope sequence, predict whether binding occurs between them. The epitope is SFHSLHLLF. The TCR CDR3 sequence is CASSLGPGGAYEQYF. Result: 1 (the TCR binds to the epitope).